From a dataset of Retrosynthesis with 50K atom-mapped reactions and 10 reaction types from USPTO. Predict the reactants needed to synthesize the given product. (1) Given the product CC(C)C1=C(C(=O)N2CCC[C@H]2C(=O)NN)SC2=N[C@@](C)(c3ccc(Cl)cc3)[C@@H](c3ccc(Cl)cc3)N21, predict the reactants needed to synthesize it. The reactants are: CC(C)C1=C(C(=O)N2CCC[C@H]2C(=O)O)SC2=N[C@@](C)(c3ccc(Cl)cc3)[C@@H](c3ccc(Cl)cc3)N21.NN. (2) Given the product NC(C(=O)N1CCN2C[C@H](Oc3cnc(C4CC4)cn3)C[C@H]2C1)c1ccc(C(F)(F)F)cc1, predict the reactants needed to synthesize it. The reactants are: CC(C)(C)OC(=O)NC(C(=O)N1CCN2C[C@H](Oc3cnc(C4CC4)cn3)C[C@H]2C1)c1ccc(C(F)(F)F)cc1.